From a dataset of Forward reaction prediction with 1.9M reactions from USPTO patents (1976-2016). Predict the product of the given reaction. Given the reactants [CH2:1]([O:3][P:4]([CH2:9][CH2:10][CH2:11][CH2:12][CH2:13][N:14]1C(=O)C2C(=CC=CC=2)C1=O)(=[O:8])[O:5][CH2:6][CH3:7])[CH3:2].CC(O)C.NN, predict the reaction product. The product is: [CH2:6]([O:5][P:4]([CH2:9][CH2:10][CH2:11][CH2:12][CH2:13][NH2:14])(=[O:8])[O:3][CH2:1][CH3:2])[CH3:7].